Dataset: Reaction yield outcomes from USPTO patents with 853,638 reactions. Task: Predict the reaction yield, written as a fraction of the theoretical maximum amount of product (1.0 means a 100% yield; for example, 0.34 means a 34% yield). (1) The reactants are Cl.Cl.[CH3:3][C:4]1[N:9]=[CH:8][N:7]=[C:6]([C:10]2[CH:11]=[C:12]3[C:16](=[CH:17][CH:18]=2)[C@H:15]([N:19]2[CH2:22][C:21]4([CH2:27][CH2:26][NH:25][CH2:24][CH2:23]4)[CH2:20]2)[CH2:14][CH2:13]3)[CH:5]=1.C(N(CC)CC)C.[O:35]1[C:44]2[C:39](=[N:40][C:41]([CH2:45][C:46](O)=[O:47])=[CH:42][CH:43]=2)[O:38][CH2:37][CH2:36]1.CN(C(ON1N=NC2C=CC=CC1=2)=[N+](C)C)C.F[P-](F)(F)(F)(F)F. The catalyst is ClCCl.CN(C=O)C. The product is [CH3:3][C:4]1[N:9]=[CH:8][N:7]=[C:6]([C:10]2[CH:11]=[C:12]3[C:16](=[CH:17][CH:18]=2)[C@H:15]([N:19]2[CH2:22][C:21]4([CH2:27][CH2:26][N:25]([C:46](=[O:47])[CH2:45][C:41]5[N:40]=[C:39]6[O:38][CH2:37][CH2:36][O:35][C:44]6=[CH:43][CH:42]=5)[CH2:24][CH2:23]4)[CH2:20]2)[CH2:14][CH2:13]3)[CH:5]=1. The yield is 0.550. (2) The reactants are [NH:1]1[CH:5]=[C:4]([C:6]2[C:7]([NH2:13])=[N:8][C:9]([NH2:12])=[CH:10][CH:11]=2)[CH:3]=[N:2]1.[H-].[Na+].[CH2:16]([O:23][C:24]1[CH:31]=[CH:30][C:27]([CH2:28]Cl)=[CH:26][CH:25]=1)[C:17]1[CH:22]=[CH:21][CH:20]=[CH:19][CH:18]=1. The catalyst is CN(C)C=O. The product is [CH2:16]([O:23][C:24]1[CH:25]=[CH:26][C:27]([CH2:28][N:1]2[CH:5]=[C:4]([C:6]3[C:7]([NH2:13])=[N:8][C:9]([NH2:12])=[CH:10][CH:11]=3)[CH:3]=[N:2]2)=[CH:30][CH:31]=1)[C:17]1[CH:18]=[CH:19][CH:20]=[CH:21][CH:22]=1. The yield is 0.450. (3) The reactants are [NH2:1][C:2]1[CH:7]=[CH:6][C:5]([C:8]2[N:9]([CH2:21][CH3:22])[C:10]3[C:15]([C:16]=2[C:17]#[N:18])=[CH:14][CH:13]=[C:12]([O:19][CH3:20])[CH:11]=3)=[CH:4][CH:3]=1.C(N(CC)CC)C.[CH3:30][S:31](Cl)(=[O:33])=[O:32]. The catalyst is C1COCC1.O. The product is [C:17]([C:16]1[C:15]2[C:10](=[CH:11][C:12]([O:19][CH3:20])=[CH:13][CH:14]=2)[N:9]([CH2:21][CH3:22])[C:8]=1[C:5]1[CH:4]=[CH:3][C:2]([NH:1][S:31]([CH3:30])(=[O:33])=[O:32])=[CH:7][CH:6]=1)#[N:18]. The yield is 0.680. (4) The reactants are [NH:1]1[C:9]2[C:4](=[CH:5][CH:6]=[CH:7][CH:8]=2)[CH2:3][C:2]1=[O:10].[NH:11]1[CH:15]=[CH:14][CH:13]=[C:12]1[CH:16]=O.N1CCCCC1. The catalyst is CO. The product is [NH:11]1[CH:15]=[CH:14][CH:13]=[C:12]1/[CH:16]=[C:3]1\[C:2](=[O:10])[NH:1][C:9]2[C:4]\1=[CH:5][CH:6]=[CH:7][CH:8]=2. The yield is 0.960.